This data is from Full USPTO retrosynthesis dataset with 1.9M reactions from patents (1976-2016). The task is: Predict the reactants needed to synthesize the given product. Given the product [O:1]=[P:2]1([C:23]2[CH:28]=[CH:27][CH:26]=[CH:25][CH:24]=2)[CH2:3][CH2:4][N:5]([CH2:8][CH2:9][C:10]2[CH:22]=[CH:21][C:13]([C:14]([OH:16])=[O:15])=[CH:12][CH:11]=2)[CH2:6][CH2:7]1, predict the reactants needed to synthesize it. The reactants are: [O:1]=[P:2]1([C:23]2[CH:28]=[CH:27][CH:26]=[CH:25][CH:24]=2)[CH2:7][CH2:6][N:5]([CH2:8][CH2:9][C:10]2[CH:22]=[CH:21][C:13]([C:14]([O:16]C(C)(C)C)=[O:15])=[CH:12][CH:11]=2)[CH2:4][CH2:3]1.O1CCOCC1.